From a dataset of Peptide-MHC class I binding affinity with 185,985 pairs from IEDB/IMGT. Regression. Given a peptide amino acid sequence and an MHC pseudo amino acid sequence, predict their binding affinity value. This is MHC class I binding data. (1) The binding affinity (normalized) is 0.213. The peptide sequence is MTACGRIVV. The MHC is HLA-B40:01 with pseudo-sequence HLA-B40:01. (2) The peptide sequence is RPNMSRHLF. The MHC is HLA-A30:02 with pseudo-sequence HLA-A30:02. The binding affinity (normalized) is 0.103. (3) The peptide sequence is IIRVTSELL. The MHC is HLA-B27:05 with pseudo-sequence HLA-B27:05. The binding affinity (normalized) is 0.0847. (4) The peptide sequence is KMNYQVNGY. The MHC is HLA-A26:01 with pseudo-sequence HLA-A26:01. The binding affinity (normalized) is 0. (5) The peptide sequence is LPMIIGEPI. The MHC is HLA-B54:01 with pseudo-sequence HLA-B54:01. The binding affinity (normalized) is 0.959. (6) The peptide sequence is RGGRAFVTI. The MHC is HLA-B53:01 with pseudo-sequence HLA-B53:01. The binding affinity (normalized) is 0.00827.